Dataset: Forward reaction prediction with 1.9M reactions from USPTO patents (1976-2016). Task: Predict the product of the given reaction. Given the reactants Br[C:2]1[CH:26]=[CH:25][C:5]([CH2:6][N:7]2[CH:11]=[CH:10][N:9]=[C:8]2[C:12]2[N:13]([CH2:17][C:18]3[CH:23]=[CH:22][C:21](Br)=[CH:20][CH:19]=3)[CH:14]=[CH:15][N:16]=2)=[CH:4][CH:3]=1.[CH:27]1[C:39]2[NH:38][C:37]3[C:32](=[CH:33][CH:34]=[CH:35][CH:36]=3)[C:31]=2[CH:30]=[CH:29][CH:28]=1.N[CH:41]1[CH2:46][CH2:45][CH2:44][CH2:43][CH:42]1[NH2:47].[O-]P([O-])([O-])=O.[K+].[K+].[K+], predict the reaction product. The product is: [CH:36]1[C:37]2[N:38]([C:2]3[CH:26]=[CH:25][C:5]([CH2:6][N:7]4[CH:11]=[CH:10][N:9]=[C:8]4[C:12]4[N:13]([CH2:17][C:18]5[CH:23]=[CH:22][C:21]([N:47]6[C:26]7[CH:25]=[CH:5][CH:4]=[CH:3][C:2]=7[C:41]7[C:42]6=[CH:43][CH:44]=[CH:45][CH:46]=7)=[CH:20][CH:19]=5)[CH:14]=[CH:15][N:16]=4)=[CH:4][CH:3]=3)[C:39]3[C:31](=[CH:30][CH:29]=[CH:28][CH:27]=3)[C:32]=2[CH:33]=[CH:34][CH:35]=1.